This data is from NCI-60 drug combinations with 297,098 pairs across 59 cell lines. The task is: Regression. Given two drug SMILES strings and cell line genomic features, predict the synergy score measuring deviation from expected non-interaction effect. (1) Drug 1: COC1=C(C=C2C(=C1)N=CN=C2NC3=CC(=C(C=C3)F)Cl)OCCCN4CCOCC4. Drug 2: CN(C)C1=NC(=NC(=N1)N(C)C)N(C)C. Cell line: MOLT-4. Synergy scores: CSS=7.67, Synergy_ZIP=-4.09, Synergy_Bliss=-3.29, Synergy_Loewe=-23.6, Synergy_HSA=-7.34. (2) Drug 1: COC1=C(C=C2C(=C1)N=CN=C2NC3=CC(=C(C=C3)F)Cl)OCCCN4CCOCC4. Drug 2: CNC(=O)C1=NC=CC(=C1)OC2=CC=C(C=C2)NC(=O)NC3=CC(=C(C=C3)Cl)C(F)(F)F. Cell line: HOP-62. Synergy scores: CSS=25.6, Synergy_ZIP=0.933, Synergy_Bliss=4.94, Synergy_Loewe=5.34, Synergy_HSA=6.79. (3) Drug 1: CC1=C(C(CCC1)(C)C)C=CC(=CC=CC(=CC(=O)O)C)C. Drug 2: CC(C)(C#N)C1=CC(=CC(=C1)CN2C=NC=N2)C(C)(C)C#N. Cell line: U251. Synergy scores: CSS=4.75, Synergy_ZIP=3.09, Synergy_Bliss=7.93, Synergy_Loewe=-3.43, Synergy_HSA=2.07.